From a dataset of Human intestinal absorption (HIA) binary classification data from Hou et al.. Regression/Classification. Given a drug SMILES string, predict its absorption, distribution, metabolism, or excretion properties. Task type varies by dataset: regression for continuous measurements (e.g., permeability, clearance, half-life) or binary classification for categorical outcomes (e.g., BBB penetration, CYP inhibition). Dataset: hia_hou. (1) The compound is C=C[C@@H]1CN2CC[C@@H]1C[C@@H]2[C@@H](O)c1ccnc2ccc(OC)cc12. The result is 1 (good absorption). (2) The compound is OC[C@@H]1O[C@@H](O[C@@H]2[C@H](CO)O[C@@](O)(CO)[C@H]2O)[C@@H](O)[C@@H](O)[C@@H]1O. The result is 0 (poor absorption). (3) The drug is COc1ccccc1OCCNC[C@@H](O)OCc1cccc2[nH]c3ccccc3c12. The result is 1 (good absorption). (4) The compound is C=CCc1ccccc1OC[C@@H](O)CNC(C)C. The result is 1 (good absorption). (5) The molecule is O=C(O[C@H]1C[C@@H]2C[C@H]3C[C@H](C1)N2CC3=O)c1c[nH]c2ccccc12. The result is 1 (good absorption). (6) The drug is O[C@@](CCN1CCCC1)(c1ccccc1)C1CCCCC1. The result is 1 (good absorption). (7) The molecule is CC(=O)O[C@]1(C(C)=O)CC[C@@H]2[C@@H]3C=C(Cl)C4=CC(=O)[C@H]5C[C@@H]5[C@]4(C)[C@@H]3CC[C@@]21C. The result is 1 (good absorption). (8) The drug is CNC1=Nc2ccc(Cl)cc2C(c2ccccc2)=[N+]([O-])C1. The result is 1 (good absorption).